Dataset: Forward reaction prediction with 1.9M reactions from USPTO patents (1976-2016). Task: Predict the product of the given reaction. (1) Given the reactants [Cl:1][C:2]1[C:3]2[C:10]3[CH2:11][CH2:12][N:13](C(OC(C)(C)C)=O)[CH2:14][C:9]=3[S:8][C:4]=2[N:5]=[CH:6][N:7]=1.Cl.[NH2:23][C:24]1[CH:25]=[C:26]([Cl:32])[C:27]([Cl:31])=[C:28]([OH:30])[CH:29]=1, predict the reaction product. The product is: [ClH:1].[Cl:31][C:27]1[C:26]([Cl:32])=[CH:25][C:24]([NH:23][C:2]2[C:3]3[C:10]4[CH2:11][CH2:12][NH:13][CH2:14][C:9]=4[S:8][C:4]=3[N:5]=[CH:6][N:7]=2)=[CH:29][C:28]=1[OH:30]. (2) Given the reactants [F:1][C:2]([F:24])([F:23])[O:3][C:4]1[CH:9]=[CH:8][C:7]([C:10]2[C:18]3[C:13](=[CH:14][CH:15]=[CH:16][CH:17]=3)[NH:12][C:11]=2[C:19]([NH:21][NH2:22])=[O:20])=[CH:6][CH:5]=1.[Cl:25][C:26]1[CH:33]=[CH:32][C:29]([CH:30]=O)=[CH:28][CH:27]=1, predict the reaction product. The product is: [Cl:25][C:26]1[CH:33]=[CH:32][C:29]([CH:30]=[N:22][NH:21][C:19]([C:11]2[NH:12][C:13]3[C:18]([C:10]=2[C:7]2[CH:6]=[CH:5][C:4]([O:3][C:2]([F:23])([F:1])[F:24])=[CH:9][CH:8]=2)=[CH:17][CH:16]=[CH:15][CH:14]=3)=[O:20])=[CH:28][CH:27]=1. (3) Given the reactants [NH2:1][C:2]1[CH:7]=[CH:6][C:5]([O:8][C:9]([F:12])([F:11])[F:10])=[CH:4][C:3]=1/[CH:13]=[CH:14]/[C:15]([O:17]CC)=O, predict the reaction product. The product is: [F:10][C:9]([F:12])([F:11])[O:8][C:5]1[CH:4]=[C:3]2[C:2](=[CH:7][CH:6]=1)[NH:1][C:15](=[O:17])[CH:14]=[CH:13]2. (4) Given the reactants [C:1]1([CH2:7][O:8][C:9]2[CH:14]=[CH:13][C:12]([C:15]([F:18])([F:17])[F:16])=[CH:11][CH:10]=2)[CH:6]=[CH:5][CH:4]=[CH:3][CH:2]=1.F[B-](F)(F)F.F[B-](F)(F)F.ClC[N+]12CC[N+](F)(CC1)CC2.[I:40]I, predict the reaction product. The product is: [I:40][C:14]1[CH:13]=[C:12]([C:15]([F:16])([F:17])[F:18])[CH:11]=[CH:10][C:9]=1[O:8][CH2:7][C:1]1[CH:2]=[CH:3][CH:4]=[CH:5][CH:6]=1. (5) Given the reactants [CH3:1][C:2]1[CH:7]=[C:6]([CH3:8])[N:5]2[N:9]=[C:10]([CH2:12][OH:13])[N:11]=[C:4]2[N:3]=1.C(O)(=O)C.C(O)(=O)C.IC1C=CC=CC=1, predict the reaction product. The product is: [CH3:1][C:2]1[CH:7]=[C:6]([CH3:8])[N:5]2[N:9]=[C:10]([CH:12]=[O:13])[N:11]=[C:4]2[N:3]=1. (6) Given the reactants CN1CCNCC1.[C@@H:8]12C(=O)[O:16][C:14](=[O:15])[C@H:9]1[CH2:10][CH2:11][CH2:12][CH2:13]2, predict the reaction product. The product is: [CH:9]1([C:14]([OH:16])=[O:15])[CH2:10][CH2:11][CH2:12][CH2:13][CH2:8]1. (7) The product is: [CH3:22][CH:10]1[CH2:11][NH:12][CH2:13][CH2:14][N:9]1[C:6]1[CH:7]=[CH:8][C:3]([C:1]#[N:2])=[C:4]([C:23]([F:26])([F:24])[F:25])[CH:5]=1. Given the reactants [C:1]([C:3]1[CH:8]=[CH:7][C:6]([N:9]2[CH2:14][CH2:13][N:12](C(OC(C)(C)C)=O)[CH2:11][CH:10]2[CH3:22])=[CH:5][C:4]=1[C:23]([F:26])([F:25])[F:24])#[N:2], predict the reaction product.